The task is: Regression. Given two drug SMILES strings and cell line genomic features, predict the synergy score measuring deviation from expected non-interaction effect.. This data is from NCI-60 drug combinations with 297,098 pairs across 59 cell lines. (1) Drug 1: CCC1=CC2CC(C3=C(CN(C2)C1)C4=CC=CC=C4N3)(C5=C(C=C6C(=C5)C78CCN9C7C(C=CC9)(C(C(C8N6C)(C(=O)OC)O)OC(=O)C)CC)OC)C(=O)OC.C(C(C(=O)O)O)(C(=O)O)O. Drug 2: C1=NC2=C(N1)C(=S)N=CN2. Cell line: OVCAR3. Synergy scores: CSS=65.9, Synergy_ZIP=-11.9, Synergy_Bliss=-19.0, Synergy_Loewe=-18.7, Synergy_HSA=-15.0. (2) Drug 1: CCN(CC)CCCC(C)NC1=C2C=C(C=CC2=NC3=C1C=CC(=C3)Cl)OC. Drug 2: CC1=C(C(=O)C2=C(C1=O)N3CC4C(C3(C2COC(=O)N)OC)N4)N. Cell line: NCI/ADR-RES. Synergy scores: CSS=25.1, Synergy_ZIP=-7.70, Synergy_Bliss=1.92, Synergy_Loewe=-4.90, Synergy_HSA=-1.57. (3) Drug 1: C1CCN(CC1)CCOC2=CC=C(C=C2)C(=O)C3=C(SC4=C3C=CC(=C4)O)C5=CC=C(C=C5)O. Drug 2: CN(CCCl)CCCl.Cl. Cell line: NCI-H322M. Synergy scores: CSS=-0.0435, Synergy_ZIP=1.78, Synergy_Bliss=1.73, Synergy_Loewe=-1.73, Synergy_HSA=-1.29. (4) Drug 1: CC1C(C(CC(O1)OC2CC(CC3=C2C(=C4C(=C3O)C(=O)C5=C(C4=O)C(=CC=C5)OC)O)(C(=O)C)O)N)O.Cl. Drug 2: C1=C(C(=O)NC(=O)N1)F. Cell line: NCI-H226. Synergy scores: CSS=30.1, Synergy_ZIP=3.77, Synergy_Bliss=5.97, Synergy_Loewe=7.62, Synergy_HSA=8.54. (5) Drug 1: CC1=C(C=C(C=C1)NC2=NC=CC(=N2)N(C)C3=CC4=NN(C(=C4C=C3)C)C)S(=O)(=O)N.Cl. Drug 2: C1CN(CCN1C(=O)CCBr)C(=O)CCBr. Cell line: HCT-15. Synergy scores: CSS=6.68, Synergy_ZIP=-4.55, Synergy_Bliss=-4.48, Synergy_Loewe=-12.0, Synergy_HSA=-6.14. (6) Drug 1: CC1=C2C(C(=O)C3(C(CC4C(C3C(C(C2(C)C)(CC1OC(=O)C(C(C5=CC=CC=C5)NC(=O)C6=CC=CC=C6)O)O)OC(=O)C7=CC=CC=C7)(CO4)OC(=O)C)O)C)OC(=O)C. Drug 2: CC(C)(C#N)C1=CC(=CC(=C1)CN2C=NC=N2)C(C)(C)C#N. Cell line: DU-145. Synergy scores: CSS=1.02, Synergy_ZIP=3.31, Synergy_Bliss=5.28, Synergy_Loewe=3.63, Synergy_HSA=1.19. (7) Drug 1: C1=NC2=C(N=C(N=C2N1C3C(C(C(O3)CO)O)O)F)N. Drug 2: CS(=O)(=O)OCCCCOS(=O)(=O)C. Cell line: OVCAR-4. Synergy scores: CSS=-4.41, Synergy_ZIP=-0.574, Synergy_Bliss=-2.75, Synergy_Loewe=-8.61, Synergy_HSA=-6.60. (8) Drug 1: C1CN1C2=NC(=NC(=N2)N3CC3)N4CC4. Drug 2: CC1=CC2C(CCC3(C2CCC3(C(=O)C)OC(=O)C)C)C4(C1=CC(=O)CC4)C. Cell line: SF-295. Synergy scores: CSS=58.8, Synergy_ZIP=-0.615, Synergy_Bliss=-0.933, Synergy_Loewe=-16.9, Synergy_HSA=-1.64. (9) Synergy scores: CSS=63.9, Synergy_ZIP=1.85, Synergy_Bliss=3.01, Synergy_Loewe=-9.10, Synergy_HSA=3.91. Drug 1: CC12CCC3C(C1CCC2=O)CC(=C)C4=CC(=O)C=CC34C. Drug 2: CCC1(CC2CC(C3=C(CCN(C2)C1)C4=CC=CC=C4N3)(C5=C(C=C6C(=C5)C78CCN9C7C(C=CC9)(C(C(C8N6C)(C(=O)OC)O)OC(=O)C)CC)OC)C(=O)OC)O.OS(=O)(=O)O. Cell line: HCC-2998.